Dataset: Forward reaction prediction with 1.9M reactions from USPTO patents (1976-2016). Task: Predict the product of the given reaction. (1) Given the reactants [F:1][C:2]1[N:10]=[CH:9][CH:8]=[CH:7][C:3]=1[C:4]([OH:6])=O.C(Cl)(C(Cl)=O)=O.CCN(C(C)C)C(C)C.[NH2:26][C:27]1[S:28][C:29]([N+:32]([O-:34])=[O:33])=[CH:30][N:31]=1.Cl.CCOCC, predict the reaction product. The product is: [F:1][C:2]1[N:10]=[CH:9][CH:8]=[CH:7][C:3]=1[C:4]([NH:26][C:27]1[S:28][C:29]([N+:32]([O-:34])=[O:33])=[CH:30][N:31]=1)=[O:6]. (2) The product is: [CH3:27][O:26][C:12]1[CH:11]=[C:10]([CH:15]=[CH:14][C:13]=1[O:16][CH2:17][C:18]1[CH:19]=[N:20][C:21]([O:24][CH3:25])=[CH:22][CH:23]=1)[CH2:9][N:6]1[C:5]2[CH:28]=[CH:29][C:2]([N:30]3[CH2:35][CH2:34][O:33][CH2:32][CH2:31]3)=[CH:3][C:4]=2[N:8]=[CH:7]1. Given the reactants I[C:2]1[CH:29]=[CH:28][C:5]2[N:6]([CH2:9][C:10]3[CH:15]=[CH:14][C:13]([O:16][CH2:17][C:18]4[CH:19]=[N:20][C:21]([O:24][CH3:25])=[CH:22][CH:23]=4)=[C:12]([O:26][CH3:27])[CH:11]=3)[CH:7]=[N:8][C:4]=2[CH:3]=1.[NH:30]1[CH2:35][CH2:34][O:33][CH2:32][CH2:31]1.C(=O)([O-])[O-].[K+].[K+].N1CCC[C@H]1C(O)=O, predict the reaction product. (3) Given the reactants [CH:1]([O:4][C:5]1[CH:6]=[CH:7][C:8]([CH:11]=O)=[N:9][CH:10]=1)([CH3:3])[CH3:2].[NH2:13][C:14]1[N:15]=[N:16][C:17]([CH3:20])=[CH:18][CH:19]=1.C([O:23][C:24](=O)[C:25]([OH:38])=[CH:26][C:27]([C:29]1[CH:34]=[CH:33][C:32]([CH:35]([CH3:37])[CH3:36])=[CH:31][CH:30]=1)=[O:28])C, predict the reaction product. The product is: [OH:38][C:25]1[C:24](=[O:23])[N:13]([C:14]2[N:15]=[N:16][C:17]([CH3:20])=[CH:18][CH:19]=2)[CH:11]([C:8]2[CH:7]=[CH:6][C:5]([O:4][CH:1]([CH3:2])[CH3:3])=[CH:10][N:9]=2)[C:26]=1[C:27](=[O:28])[C:29]1[CH:34]=[CH:33][C:32]([CH:35]([CH3:37])[CH3:36])=[CH:31][CH:30]=1. (4) Given the reactants [CH3:1][N:2]1[C:10]([CH2:11][N:12]2[CH2:17][CH2:16][CH:15]([CH:18]3[CH2:21][O:20][CH2:19]3)[CH2:14][CH2:13]2)=[N:9][C:8]2[C:3]1=[N:4][C:5]([NH:28][C:29]1[C:30]([NH2:35])=[CH:31][CH:32]=[CH:33][CH:34]=1)=[N:6][C:7]=2[N:22]1[CH2:27][CH2:26][O:25][CH2:24][CH2:23]1.[F:36][C:37]([F:42])([CH3:41])[C:38](O)=O.CCN(C(C)C)C(C)C.CN(C(ON1N=NC2C=CC=NC1=2)=[N+](C)C)C.F[P-](F)(F)(F)(F)F, predict the reaction product. The product is: [F:36][C:37]([C:41]1[N:28]([C:5]2[N:4]=[C:3]3[C:8]([N:9]=[C:10]([CH2:11][N:12]4[CH2:13][CH2:14][CH:15]([CH:18]5[CH2:21][O:20][CH2:19]5)[CH2:16][CH2:17]4)[N:2]3[CH3:1])=[C:7]([N:22]3[CH2:23][CH2:24][O:25][CH2:26][CH2:27]3)[N:6]=2)[C:29]2[CH:34]=[CH:33][CH:32]=[CH:31][C:30]=2[N:35]=1)([F:42])[CH3:38]. (5) Given the reactants [Br:1][C:2]1[CH:14]=[CH:13][C:12]([C:15](=[O:17])[NH2:16])=[C:11]2[C:3]=1[C:4]1[CH:5]=[CH:6][C:7]([C:18]([O:20]CC)=O)=[CH:8][C:9]=1[NH:10]2.[CH2:23]([Mg]Cl)[CH3:24], predict the reaction product. The product is: [Br:1][C:2]1[C:3]2[C:4]3[C:9](=[CH:8][C:7]([C:18]4([OH:20])[CH2:24][CH2:23]4)=[CH:6][CH:5]=3)[NH:10][C:11]=2[C:12]([C:15]([NH2:16])=[O:17])=[CH:13][CH:14]=1.